From a dataset of Forward reaction prediction with 1.9M reactions from USPTO patents (1976-2016). Predict the product of the given reaction. (1) Given the reactants [C:1]([C:4]1[CH:9]=[CH:8][C:7]([N:10]=[N:11][C:12](=[C:16]2[C:25]3[C:20](=[CH:21][CH:22]=[CH:23][CH:24]=3)[CH2:19][C:18]([CH3:27])([CH3:26])[NH:17]2)[C:13]([NH2:15])=[O:14])=[CH:6][CH:5]=1)(=[O:3])[CH3:2].CN(C1C=CC=CN=1)C.[C:37](OC(=O)C)(=[O:39])[CH3:38], predict the reaction product. The product is: [C:37]([N:17]1[C:18]([CH3:27])([CH3:26])[CH2:19][C:20]2[C:25](=[CH:24][CH:23]=[CH:22][CH:21]=2)[C:16]1=[C:12]([N:11]=[N:10][C:7]1[CH:6]=[CH:5][C:4]([C:1](=[O:3])[CH3:2])=[CH:9][CH:8]=1)[C:13]([NH2:15])=[O:14])(=[O:39])[CH3:38]. (2) Given the reactants [C:1]([O:4][CH2:5][C:6]1[CH:11]=[CH:10][C:9]([CH:12]([CH:20]2[CH2:24][CH2:23][CH2:22][CH2:21]2)[C:13]([O:15]C(C)(C)C)=[O:14])=[CH:8][CH:7]=1)(=[O:3])[CH3:2].FC(F)(F)C(O)=O, predict the reaction product. The product is: [C:1]([O:4][CH2:5][C:6]1[CH:11]=[CH:10][C:9]([CH:12]([CH:20]2[CH2:24][CH2:23][CH2:22][CH2:21]2)[C:13]([OH:15])=[O:14])=[CH:8][CH:7]=1)(=[O:3])[CH3:2]. (3) The product is: [Cl:20][C:21]1[CH:22]=[C:23]([CH2:28][C:29]([N:2]([C@@H:3]([C:11]2[CH:16]=[CH:15][CH:14]=[C:13]([N+:17]([O-:19])=[O:18])[CH:12]=2)[CH2:4][N:5]2[CH2:9][CH2:8][C@H:7]([OH:10])[CH2:6]2)[CH3:1])=[O:31])[CH:24]=[CH:25][C:26]=1[Cl:27]. Given the reactants [CH3:1][NH:2][C@@H:3]([C:11]1[CH:16]=[CH:15][CH:14]=[C:13]([N+:17]([O-:19])=[O:18])[CH:12]=1)[CH2:4][N:5]1[CH2:9][CH2:8][C@H:7]([OH:10])[CH2:6]1.[Cl:20][C:21]1[CH:22]=[C:23]([CH2:28][C:29]([OH:31])=O)[CH:24]=[CH:25][C:26]=1[Cl:27].C(N(CC)C(C)C)(C)C.F[B-](F)(F)F.N1(OC(N(C)C)=[N+](C)C)C2C=CC=CC=2N=N1, predict the reaction product.